From a dataset of Forward reaction prediction with 1.9M reactions from USPTO patents (1976-2016). Predict the product of the given reaction. (1) Given the reactants [F:1][C:2]([F:18])([F:17])[C:3]1[N:7]2[CH2:8][CH2:9][CH:10]([C:12]([O:14]CC)=[O:13])[CH2:11][C:6]2=[N:5][N:4]=1.O[Li].O.Cl, predict the reaction product. The product is: [F:18][C:2]([F:1])([F:17])[C:3]1[N:7]2[CH2:8][CH2:9][CH:10]([C:12]([OH:14])=[O:13])[CH2:11][C:6]2=[N:5][N:4]=1. (2) Given the reactants Cl[C:2]1[CH:7]=[CH:6][N:5]=[CH:4][C:3]=1[CH:8]=[O:9].[OH:10][CH2:11][C:12]1[CH:13]=[N:14][CH:15]=[CH:16][CH:17]=1.C1(C)C=CC(S(O)(=O)=O)=CC=1, predict the reaction product. The product is: [N:5]1[CH:6]=[CH:7][CH:2]=[C:3]([CH2:8][O:9][C:17]2[C:12]([CH:11]=[O:10])=[CH:13][N:14]=[CH:15][CH:16]=2)[CH:4]=1. (3) Given the reactants [CH3:1][C:2]1[N:3]([CH2:16][C:17]([O:19][CH2:20][CH3:21])=[O:18])[C:4]2[C:9]([CH:10]=1)=[CH:8][C:7]([NH:11][S:12]([CH3:15])(=[O:14])=[O:13])=[CH:6][CH:5]=2.[Cl:22][C:23]1[CH:28]=[CH:27][CH:26]=[CH:25][C:24]=1[SH:29].II.S([O-])([O-])(=O)=S.[Na+].[Na+], predict the reaction product. The product is: [Cl:22][C:23]1[CH:28]=[CH:27][CH:26]=[CH:25][C:24]=1[S:29][C:10]1[C:9]2[C:4](=[CH:5][CH:6]=[C:7]([NH:11][S:12]([CH3:15])(=[O:14])=[O:13])[CH:8]=2)[N:3]([CH2:16][C:17]([O:19][CH2:20][CH3:21])=[O:18])[C:2]=1[CH3:1]. (4) Given the reactants [CH3:1][O:2][C:3]([C:5]1[S:6][C:7]2/[C:8](=[CH:20]/[C:21]([O:23][CH3:24])=[O:22])/[CH2:9][O:10][C:11]3[CH:18]=[CH:17][C:16]([Br:19])=[CH:15][C:12]=3[C:13]=2[N:14]=1)=[O:4], predict the reaction product. The product is: [CH3:1][O:2][C:3]([C:5]1[S:6][C:7]2[CH:8]([CH2:20][C:21]([O:23][CH3:24])=[O:22])[CH2:9][O:10][C:11]3[CH:18]=[CH:17][C:16]([Br:19])=[CH:15][C:12]=3[C:13]=2[N:14]=1)=[O:4]. (5) Given the reactants O[CH2:2][CH2:3][CH2:4][CH2:5][C:6]1[S:29][C:9]2=[N:10][CH:11]=[C:12]([C:27]#[N:28])[C:13]([NH:14][C:15]3[CH:20]=[C:19]([O:21][CH3:22])[C:18]([O:23][CH3:24])=[C:17]([O:25][CH3:26])[CH:16]=3)=[C:8]2[CH:7]=1.C(Br)(Br)(Br)[Br:31].C1(P(C2C=CC=CC=2)C2C=CC=CC=2)C=CC=CC=1, predict the reaction product. The product is: [Br:31][CH2:2][CH2:3][CH2:4][CH2:5][C:6]1[S:29][C:9]2=[N:10][CH:11]=[C:12]([C:27]#[N:28])[C:13]([NH:14][C:15]3[CH:20]=[C:19]([O:21][CH3:22])[C:18]([O:23][CH3:24])=[C:17]([O:25][CH3:26])[CH:16]=3)=[C:8]2[CH:7]=1.